This data is from Reaction yield outcomes from USPTO patents with 853,638 reactions. The task is: Predict the reaction yield, written as a fraction of the theoretical maximum amount of product (1.0 means a 100% yield; for example, 0.34 means a 34% yield). The reactants are [Br:1][C:2]1[C:3]([F:12])=[C:4]2[C:10]([NH2:11])=[CH:9][NH:8][C:5]2=[N:6][CH:7]=1.[CH3:13][O:14][C:15]1[N:20]=[C:19]([C:21](O)=[O:22])[CH:18]=[CH:17][CH:16]=1.O=C1N(P(Cl)(N2CCOC2=O)=O)CCO1.C(N(CC)CC)C.[Li+].[OH-]. The catalyst is C(Cl)Cl.O. The product is [Br:1][C:2]1[C:3]([F:12])=[C:4]2[C:10]([NH:11][C:21](=[O:22])[C:19]3[CH:18]=[CH:17][CH:16]=[C:15]([O:14][CH3:13])[N:20]=3)=[CH:9][NH:8][C:5]2=[N:6][CH:7]=1. The yield is 0.720.